Dataset: Reaction yield outcomes from USPTO patents with 853,638 reactions. Task: Predict the reaction yield, written as a fraction of the theoretical maximum amount of product (1.0 means a 100% yield; for example, 0.34 means a 34% yield). (1) The reactants are Cl[C:2]1[C:3]2[N:4]([CH2:13][CH:14]([CH3:16])[N:15]=2)[C:5]2[C:10]([N:11]=1)=[CH:9][CH:8]=[C:7]([Cl:12])[CH:6]=2.[CH3:17][N:18]1[CH2:23][CH2:22][NH:21][CH2:20][CH2:19]1.CCN(CC)CC. The catalyst is CCO. The product is [Cl:12][C:7]1[CH:6]=[C:5]2[C:10]([N:11]=[C:2]([N:21]3[CH2:22][CH2:23][N:18]([CH3:17])[CH2:19][CH2:20]3)[C:3]3[N:4]2[CH2:13][CH:14]([CH3:16])[N:15]=3)=[CH:9][CH:8]=1. The yield is 0.960. (2) The reactants are [CH3:1][C:2]1([CH2:7][CH2:8][CH:9]=[C:10]([CH3:12])[CH3:11])[CH2:4][CH:3]1[CH2:5][NH2:6].[CH2:13]([O:15][C:16](Cl)=[O:17])[CH3:14].C(N(CC)CC)C. The catalyst is C(OCC)(=O)C. The product is [CH3:1][C:2]1([CH2:7][CH2:8][CH:9]=[C:10]([CH3:12])[CH3:11])[CH2:4][CH:3]1[CH2:5][NH:6][C:16](=[O:17])[O:15][CH2:13][CH3:14]. The yield is 0.670.